From a dataset of Experimentally validated miRNA-target interactions with 360,000+ pairs, plus equal number of negative samples. Binary Classification. Given a miRNA mature sequence and a target amino acid sequence, predict their likelihood of interaction. The miRNA is hsa-miR-6086 with sequence GGAGGUUGGGAAGGGCAGAG. The protein sequence of the target gene is MDIASPPTSKCITYWKRKVKSEYMRLRQLKRLQANMGAKALYVANFAKVQEKTQILNEEWKKLRVQPVQPMKPVSGHPFLKKCTIESIFPGFDSQDMLMRSLNTVALVPIMYSWSPLQQNFMVEDETVLCNIPYMGDEVKEEDETFIEELINNYDGKVHGEEEMIPGSVLISDAVFLELVDALNQYSDEEEDGHNDPSDGKQDDSKEDLPVTRKRKRHAIEGNKKSSKKQFPNDMIFSAIASMFPENGVPDDMKERYRELTEMSDPNALPPQCTPNIDGPNAKSVQREQSLHSFHTLFCR.... Result: 0 (no interaction).